From a dataset of Full USPTO retrosynthesis dataset with 1.9M reactions from patents (1976-2016). Predict the reactants needed to synthesize the given product. (1) The reactants are: C[N:2]([C:18]1[CH:23]=[CH:22][CH:21]=[CH:20][CH:19]=1)[C:3]([C:5]1[C:6](=[O:17])[N:7]([CH3:16])[C:8]2[C:13]([C:14]=1[OH:15])=[CH:12][CH:11]=[CH:10][CH:9]=2)=[O:4].[F:24]C1C=CC(N)=CC=1.CCCCCCC. Given the product [F:24][C:21]1[CH:22]=[CH:23][C:18]([NH:2][C:3]([C:5]2[C:6](=[O:17])[N:7]([CH3:16])[C:8]3[C:13]([C:14]=2[OH:15])=[CH:12][CH:11]=[CH:10][CH:9]=3)=[O:4])=[CH:19][CH:20]=1, predict the reactants needed to synthesize it. (2) Given the product [Cl:28][C:23]1[CH:24]=[CH:25][CH:26]=[CH:27][C:22]=1[O:21][CH2:20][C:16]1([CH3:19])[CH2:17][CH2:18][N:13]([CH2:12][C:11]2[C:6](=[O:5])[NH:7][CH:8]=[CH:9][N:10]=2)[CH2:14][CH2:15]1, predict the reactants needed to synthesize it. The reactants are: C([O:5][C:6]1[C:11]([CH2:12][N:13]2[CH2:18][CH2:17][C:16]([CH2:20][O:21][C:22]3[CH:27]=[CH:26][CH:25]=[CH:24][C:23]=3[Cl:28])([CH3:19])[CH2:15][CH2:14]2)=[N:10][CH:9]=[CH:8][N:7]=1)(C)(C)C.C(=O)([O-])[O-].[Na+].[Na+]. (3) Given the product [Cl:14][CH2:1][CH:2]=[C:3]([CH3:5])[CH2:6][CH2:7][CH:8]=[C:9]([CH3:11])[CH3:10], predict the reactants needed to synthesize it. The reactants are: [CH2:1]=[CH:2][C:3]([CH2:6][CH2:7][CH:8]=[C:9]([CH3:11])[CH3:10])([CH3:5])O.C[Si](C)(C)[Cl:14]. (4) The reactants are: C[Mg]Br.[OH:4][C:5]1[CH:10]=[CH:9][C:8]([CH2:11][C:12](=[O:14])[CH3:13])=[CH:7][CH:6]=1.[C:15](OCC)(=O)C.Cl. Given the product [OH:14][C:12]([CH3:15])([CH3:13])[CH2:11][C:8]1[CH:7]=[CH:6][C:5]([OH:4])=[CH:10][CH:9]=1, predict the reactants needed to synthesize it.